This data is from Catalyst prediction with 721,799 reactions and 888 catalyst types from USPTO. The task is: Predict which catalyst facilitates the given reaction. Reactant: [N+:1]([C:4]1[C:5]([N+:11]([O-:13])=[O:12])=[C:6]([OH:10])[CH:7]=[CH:8][CH:9]=1)([O-:3])=[O:2].[H-].[Na+:15]. Product: [N+:1]([C:4]1[C:5]([N+:11]([O-:13])=[O:12])=[C:6]([O-:10])[CH:7]=[CH:8][CH:9]=1)([O-:3])=[O:2].[Na+:15]. The catalyst class is: 168.